Dataset: Forward reaction prediction with 1.9M reactions from USPTO patents (1976-2016). Task: Predict the product of the given reaction. The product is: [CH:20]1[C:21]2[C:26](=[CH:25][CH:24]=[CH:23][CH:22]=2)[CH:27]=[CH:28][C:19]=1[CH2:18][N:13]1[C:12]2[C:7]([NH:6][CH2:5][C:4]([OH:29])=[O:3])=[CH:8][CH:9]=[CH:10][C:11]=2[O:16][CH2:15][C:14]1=[O:17]. Given the reactants C([O:3][C:4](=[O:29])[CH2:5][NH:6][C:7]1[C:12]2[N:13]([CH2:18][C:19]3[CH:28]=[CH:27][C:26]4[C:21](=[CH:22][CH:23]=[CH:24][CH:25]=4)[CH:20]=3)[C:14](=[O:17])[CH2:15][O:16][C:11]=2[CH:10]=[CH:9][CH:8]=1)C.CO.[OH-].[Na+], predict the reaction product.